Predict which catalyst facilitates the given reaction. From a dataset of Catalyst prediction with 721,799 reactions and 888 catalyst types from USPTO. (1) Reactant: [O:1]=[C:2]1[N:6]([C:7]2[CH:12]=[CH:11][N:10]=[C:9]([C:13]3[S:14][C:15]4[CH:23]=[CH:22][CH:21]=[CH:20][C:16]=4[C:17](=[O:19])[N:18]=3)[CH:8]=2)[CH2:5][CH2:4][N:3]1[CH2:24][C:25]([O:27]C(C)(C)C)=[O:26]. Product: [O:1]=[C:2]1[N:6]([C:7]2[CH:12]=[CH:11][N:10]=[C:9]([C:13]3[S:14][C:15]4[CH:23]=[CH:22][CH:21]=[CH:20][C:16]=4[C:17](=[O:19])[N:18]=3)[CH:8]=2)[CH2:5][CH2:4][N:3]1[CH2:24][C:25]([OH:27])=[O:26]. The catalyst class is: 55. (2) Reactant: C[O:2][C:3](=[O:25])[CH:4]=[CH:5][C:6]1[C:7]([CH3:24])=[N:8][C:9]([C:14]2[C:19]([CH2:20][CH3:21])=[CH:18][CH:17]=[CH:16][C:15]=2[CH2:22][CH3:23])=[CH:10][C:11]=1[CH2:12][CH3:13].[OH-].[Na+]. Product: [CH2:22]([C:15]1[CH:16]=[CH:17][CH:18]=[C:19]([CH2:20][CH3:21])[C:14]=1[C:9]1[N:8]=[C:7]([CH3:24])[C:6]([CH:5]=[CH:4][C:3]([OH:25])=[O:2])=[C:11]([CH2:12][CH3:13])[CH:10]=1)[CH3:23]. The catalyst class is: 14. (3) Reactant: [CH2:1]([C:5]1[O:6][C:7]2[CH:13]=[CH:12][C:11]([NH:14][S:15]([CH3:18])(=[O:17])=[O:16])=[CH:10][C:8]=2[CH:9]=1)[CH2:2][CH2:3][CH3:4].[Li]CCCC.CCCCCC.[CH2:30]([N:34]([CH2:47][CH2:48][CH2:49][CH3:50])[CH2:35][CH2:36][CH2:37][O:38][C:39]1[CH:46]=[CH:45][C:42]([CH:43]=[O:44])=[CH:41][CH:40]=1)[CH2:31][CH2:32][CH3:33].[NH4+].[Cl-]. Product: [CH2:1]([C:5]1[O:6][C:7]2[CH:13]=[CH:12][C:11]([NH:14][S:15]([CH3:18])(=[O:16])=[O:17])=[CH:10][C:8]=2[C:9]=1[CH:43]([C:42]1[CH:41]=[CH:40][C:39]([O:38][CH2:37][CH2:36][CH2:35][N:34]([CH2:47][CH2:48][CH2:49][CH3:50])[CH2:30][CH2:31][CH2:32][CH3:33])=[CH:46][CH:45]=1)[OH:44])[CH2:2][CH2:3][CH3:4]. The catalyst class is: 323. (4) The catalyst class is: 1. Product: [CH3:31][S:32]([O:22][CH2:21][C@@H:13]1[C:14]2[C:19](=[CH:18][CH:17]=[CH:16][CH:15]=2)[CH2:20][C@H:12]1[NH:11][C:9]([C:7]1[NH:6][C:5]2[S:23][C:2]([Cl:1])=[CH:3][C:4]=2[CH:8]=1)=[O:10])(=[O:34])=[O:33]. Reactant: [Cl:1][C:2]1[S:23][C:5]2[NH:6][C:7]([C:9]([NH:11][C@@H:12]3[CH2:20][C:19]4[C:14](=[CH:15][CH:16]=[CH:17][CH:18]=4)[C@H:13]3[CH2:21][OH:22])=[O:10])=[CH:8][C:4]=2[CH:3]=1.C(N(CC)CC)C.[CH3:31][S:32](Cl)(=[O:34])=[O:33]. (5) Reactant: [CH:1]1([N:7]=[C:8]=[O:9])[CH2:6][CH2:5][CH2:4][CH2:3][CH2:2]1.[CH:10]1([NH:16][C:17]2[N:18]([C:26]3[CH:31]=[CH:30][CH:29]=[CH:28][CH:27]=3)[N:19]=[C:20]3[C:25]=2[CH:24]=[CH:23][CH:22]=[CH:21]3)[CH2:15][CH2:14][CH2:13][CH2:12][CH2:11]1. Product: [CH:10]1([N:16]([C:17]2[N:18]([C:26]3[CH:27]=[CH:28][CH:29]=[CH:30][CH:31]=3)[N:19]=[C:20]3[C:25]=2[CH:24]=[CH:23][CH:22]=[CH:21]3)[C:8]([NH:7][CH:1]2[CH2:6][CH2:5][CH2:4][CH2:3][CH2:2]2)=[O:9])[CH2:15][CH2:14][CH2:13][CH2:12][CH2:11]1. The catalyst class is: 11. (6) Reactant: [CH3:1][S:2][C:3]1[CH:4]=[N:5][C:6]([C:9](OC)=[O:10])=[N:7][CH:8]=1.CC(C[AlH]CC(C)C)C. Product: [CH3:1][S:2][C:3]1[CH:4]=[N:5][C:6]([CH:9]=[O:10])=[N:7][CH:8]=1. The catalyst class is: 1.